This data is from Forward reaction prediction with 1.9M reactions from USPTO patents (1976-2016). The task is: Predict the product of the given reaction. (1) Given the reactants [Cl:1][C:2]1[CH:7]=[CH:6][C:5]([NH:8][C:9](=[O:15])[O:10][C:11]([CH3:14])([CH3:13])[CH3:12])=[CH:4][CH:3]=1.C([Li])(CC)C.[F:21][CH:22]([F:34])[O:23][C:24]1[C:31]([O:32][CH3:33])=[CH:30][CH:29]=[CH:28][C:25]=1[CH:26]=[O:27].[Cl-].[NH4+], predict the reaction product. The product is: [Cl:1][C:2]1[CH:3]=[CH:4][C:5]([NH:8][C:9](=[O:15])[O:10][C:11]([CH3:12])([CH3:14])[CH3:13])=[C:6]([CH:26]([C:25]2[CH:28]=[CH:29][CH:30]=[C:31]([O:32][CH3:33])[C:24]=2[O:23][CH:22]([F:21])[F:34])[OH:27])[CH:7]=1. (2) Given the reactants Cl.[C:2]([O:6][C:7](=[O:18])[C@H:8]([CH2:10][C:11]([O:13][C:14]([CH3:17])([CH3:16])[CH3:15])=[O:12])[NH2:9])([CH3:5])([CH3:4])[CH3:3].C(=O)([O-])[O-].[K+].[K+].[CH2:25](Br)[CH:26]=[CH2:27], predict the reaction product. The product is: [C:2]([O:6][C:7](=[O:18])[C@H:8]([CH2:10][C:11]([O:13][C:14]([CH3:17])([CH3:16])[CH3:15])=[O:12])[NH:9][CH2:27][CH:26]=[CH2:25])([CH3:4])([CH3:5])[CH3:3]. (3) Given the reactants [Cl:1][C:2]1[CH:9]=[C:8]([F:10])[CH:7]=[CH:6][C:3]=1[CH2:4]Br.C([O:13][C:14](=[O:38])[C:15]1[CH:20]=[CH:19][CH:18]=[C:17]([N:21]2[C:25]([CH3:26])=[CH:24][CH:23]=[C:22]2[C:27]2[CH:32]=[C:31]([S:33]([CH3:36])(=[O:35])=[O:34])[CH:30]=[CH:29][C:28]=2[OH:37])[CH:16]=1)C.C([O-])([O-])=O.[K+].[K+], predict the reaction product. The product is: [CH3:36][S:33]([C:31]1[CH:30]=[CH:29][C:28]([O:37][CH2:4][C:3]2[CH:6]=[CH:7][C:8]([F:10])=[CH:9][C:2]=2[Cl:1])=[C:27]([C:22]2[N:21]([C:17]3[CH:16]=[C:15]([CH:20]=[CH:19][CH:18]=3)[C:14]([OH:38])=[O:13])[C:25]([CH3:26])=[CH:24][CH:23]=2)[CH:32]=1)(=[O:35])=[O:34]. (4) Given the reactants [Br:1][C:2]1[CH:7]=[CH:6][C:5]([C:8]2[O:12][N:11]=[C:10]([CH3:13])[C:9]=2[C:14]([OH:16])=O)=[CH:4][CH:3]=1.[CH3:17][C:18]1[CH:23]=[CH:22][CH:21]=[CH:20][C:19]=1[N:24]1[CH2:29][CH2:28][NH:27][CH2:26][CH2:25]1.ON1C2C=CC=CC=2N=N1.Cl.CN(C)CCCN=C=NCC, predict the reaction product. The product is: [Br:1][C:2]1[CH:3]=[CH:4][C:5]([C:8]2[O:12][N:11]=[C:10]([CH3:13])[C:9]=2[C:14]([N:27]2[CH2:28][CH2:29][N:24]([C:19]3[CH:20]=[CH:21][CH:22]=[CH:23][C:18]=3[CH3:17])[CH2:25][CH2:26]2)=[O:16])=[CH:6][CH:7]=1. (5) Given the reactants [H-].[Na+].[Cl:3][C:4]1[CH:9]=[CH:8][CH:7]=[C:6]([Cl:10])[C:5]=1[CH:11]1[CH2:16][CH2:15][N:14]([CH2:17][C:18]2[C:26]3[C:21](=[CH:22][CH:23]=[CH:24][CH:25]=3)[NH:20][C:19]=2[C:27]2[CH:32]=[CH:31][CH:30]=[CH:29][CH:28]=2)[CH2:13][CH2:12]1.[CH2:33](Br)[C:34]1[CH:39]=[CH:38][CH:37]=[CH:36][CH:35]=1.[NH4+].[OH-].CCOCC.Cl, predict the reaction product. The product is: [ClH:3].[CH2:33]([N:20]1[C:21]2[C:26](=[CH:25][CH:24]=[CH:23][CH:22]=2)[C:18]([CH2:17][N:14]2[CH2:13][CH2:12][CH:11]([C:5]3[C:4]([Cl:3])=[CH:9][CH:8]=[CH:7][C:6]=3[Cl:10])[CH2:16][CH2:15]2)=[C:19]1[C:27]1[CH:32]=[CH:31][CH:30]=[CH:29][CH:28]=1)[C:34]1[CH:39]=[CH:38][CH:37]=[CH:36][CH:35]=1.